Dataset: Catalyst prediction with 721,799 reactions and 888 catalyst types from USPTO. Task: Predict which catalyst facilitates the given reaction. (1) Reactant: [CH3:1][NH:2][C:3]([C:5]1[C:13]2[CH:12]=[C:11]([C:14]3[C:19]([Cl:20])=[CH:18][N:17]=[C:16](Cl)[N:15]=3)[S:10][C:9]=2[CH:8]=[CH:7][CH:6]=1)=[O:4].C(OC([N:29]1[CH2:34][CH2:33][N:32]([CH2:35][CH2:36][CH2:37][NH2:38])[C@H:31]([CH3:39])[CH2:30]1)=O)(C)(C)C.C(N(C(C)C)CC)(C)C.C([SiH](CC)CC)C.C(O)(C(F)(F)F)=O.[Li+].[OH-]. Product: [CH3:1][NH:2][C:3]([C:5]1[C:13]2[CH:12]=[C:11]([C:14]3[C:19]([Cl:20])=[CH:18][N:17]=[C:16]([NH:38][CH2:37][CH2:36][CH2:35][N:32]4[CH2:33][CH2:34][NH:29][CH2:30][C@H:31]4[CH3:39])[N:15]=3)[S:10][C:9]=2[CH:8]=[CH:7][CH:6]=1)=[O:4]. The catalyst class is: 346. (2) Reactant: [NH2:1]/[CH:2]=[C:3](/[N:7]([CH:11]1[CH2:15][CH2:14][CH2:13][CH2:12]1)[C:8](=O)[CH3:9])\[C:4](=[O:6])[CH3:5].[OH-].[Na+].[NH4+].[Cl-]. Product: [CH:11]1([N:7]2[C:3]([C:4](=[O:6])[CH3:5])=[CH:2][N:1]=[C:8]2[CH3:9])[CH2:15][CH2:14][CH2:13][CH2:12]1. The catalyst class is: 14. (3) Reactant: [NH2:1][C:2]1[CH:7]=[CH:6][C:5]([C:8]2[CH:13]=[CH:12][C:11]([NH:14][C:15](=[O:20])[CH2:16][CH2:17][CH2:18][CH3:19])=[CH:10][CH:9]=2)=[CH:4][CH:3]=1.[C:21](Cl)(Cl)=[S:22].C(N(CC)CC)C. Product: [N:1]([C:2]1[CH:7]=[CH:6][C:5]([C:8]2[CH:13]=[CH:12][C:11]([NH:14][C:15](=[O:20])[CH2:16][CH2:17][CH2:18][CH3:19])=[CH:10][CH:9]=2)=[CH:4][CH:3]=1)=[C:21]=[S:22]. The catalyst class is: 48. (4) Reactant: [C:1]1([CH:7]2[NH:10][C:9](=O)[CH2:8]2)[CH:6]=[CH:5][CH:4]=[CH:3][CH:2]=1.[H-].[Al+3].[Li+].[H-].[H-].[H-]. Product: [C:1]1([CH:7]2[CH2:8][CH2:9][NH:10]2)[CH:6]=[CH:5][CH:4]=[CH:3][CH:2]=1. The catalyst class is: 1. (5) Reactant: [CH:1]1[CH:2]=[CH:3][N:4]2[C:10]=1[CH2:9][NH:8][C:7]1[CH:11]=[CH:12][CH:13]=[N:14][C:6]=1[CH2:5]2.[CH3:15][C:16]1[CH:17]=[C:18]([CH:22]=[CH:23][C:24]=1[Br:25])[C:19](Cl)=[O:20].C(N(CC)CC)C. Product: [Br:25][C:24]1[CH:23]=[CH:22][C:18]([C:19]([N:8]2[CH2:9][C:10]3[N:4]([CH:3]=[CH:2][CH:1]=3)[CH2:5][C:6]3[N:14]=[CH:13][CH:12]=[CH:11][C:7]2=3)=[O:20])=[CH:17][C:16]=1[CH3:15]. The catalyst class is: 4. (6) Reactant: [CH2:1]([N:8]1[CH2:13][CH2:12][N:11]([C:14](=[O:22])[CH2:15][C:16](=O)[C:17]([F:20])([F:19])[F:18])[CH2:10][CH2:9]1)[C:2]1[CH:7]=[CH:6][CH:5]=[CH:4][CH:3]=1.[OH:23][C:24]1[CH:33]=[CH:32][CH:31]=[CH:30][C:25]=1[C:26]([NH:28][NH2:29])=[O:27].CC(O)=O. Product: [CH2:1]([N:8]1[CH2:13][CH2:12][N:11]([C:14](=[O:22])[CH2:15][C:16](=[N:29][NH:28][C:26](=[O:27])[C:25]2[CH:30]=[CH:31][CH:32]=[CH:33][C:24]=2[OH:23])[C:17]([F:20])([F:19])[F:18])[CH2:10][CH2:9]1)[C:2]1[CH:7]=[CH:6][CH:5]=[CH:4][CH:3]=1. The catalyst class is: 16.